From a dataset of Ames mutagenicity test results for genotoxicity prediction. Regression/Classification. Given a drug SMILES string, predict its toxicity properties. Task type varies by dataset: regression for continuous values (e.g., LD50, hERG inhibition percentage) or binary classification for toxic/non-toxic outcomes (e.g., AMES mutagenicity, cardiotoxicity, hepatotoxicity). Dataset: ames. (1) The drug is CC(=O)OCC(O)CO. The result is 1 (mutagenic). (2) The compound is [N-]=[N+]=NCCc1ccccc1. The result is 1 (mutagenic). (3) The molecule is CC12CCC3C(CCC4=CC(=O)CCC43C)C1CCC2=O. The result is 0 (non-mutagenic). (4) The drug is COC(=O)c1cc2c([nH]c3ccccc32)c(-c2ccc3c(n2)C(=O)C=CC3=O)n1. The result is 1 (mutagenic). (5) The result is 0 (non-mutagenic). The compound is FC(F)(Cl)Br. (6) The drug is OC1c2cccc3ccc4cc5ccccc5c(c4c23)C1O. The result is 1 (mutagenic). (7) The compound is O=C(O)Cc1cccc([N+](=O)[O-])c1. The result is 0 (non-mutagenic). (8) The result is 1 (mutagenic). The molecule is CC(=O)OCC1=CO[C@@H](OC(=O)CC(C)C)[C@H]2C1=C[C@H](OC(=O)CC(C)C)[C@]21CO1.